From a dataset of Catalyst prediction with 721,799 reactions and 888 catalyst types from USPTO. Predict which catalyst facilitates the given reaction. (1) Reactant: [Cl:1][C:2]1[CH:7]=[CH:6][CH:5]=[CH:4][C:3]=1[C:8]([C:10]1[C:11](Cl)=[N:12][C:13]([Cl:16])=[CH:14][CH:15]=1)=O.CCN(C(C)C)C(C)C.[NH2:27][NH2:28]. Product: [Cl:16][C:13]1[N:12]=[C:11]2[NH:27][N:28]=[C:8]([C:3]3[CH:4]=[CH:5][CH:6]=[CH:7][C:2]=3[Cl:1])[C:10]2=[CH:15][CH:14]=1. The catalyst class is: 353. (2) Reactant: [CH3:1][C:2]1[NH:3][C:4]2[CH2:5][C:6]([CH3:13])([CH3:12])[CH2:7][C:8](=[O:11])[C:9]=2[CH:10]=1.[C:14]1([S:20]([C:23]2[CH:30]=[CH:29][CH:28]=[CH:27][C:24]=2[CH:25]=[O:26])(=[O:22])=[O:21])[CH:19]=[CH:18][CH:17]=[CH:16][CH:15]=1.[OH-].[Na+]. Product: [OH:26][CH:25]([C:24]1[CH:27]=[CH:28][CH:29]=[CH:30][C:23]=1[S:20]([C:14]1[CH:15]=[CH:16][CH:17]=[CH:18][CH:19]=1)(=[O:22])=[O:21])[C:10]1[C:9]2[C:8](=[O:11])[CH2:7][C:6]([CH3:13])([CH3:12])[CH2:5][C:4]=2[NH:3][C:2]=1[CH3:1]. The catalyst class is: 24. (3) Reactant: [Br:1][C:2]1[C:13](=[O:14])[NH:12][C:5]2[N:6]=[C:7]([S:10][CH3:11])[N:8]=[CH:9][C:4]=2[CH:3]=1.Cl[CH2:16][C:17]1[C:22]([F:23])=[CH:21][CH:20]=[CH:19][C:18]=1[CH:24]1[CH2:26][CH2:25]1. The catalyst class is: 9. Product: [Br:1][C:2]1[C:13](=[O:14])[N:12]([CH2:16][C:17]2[C:22]([F:23])=[CH:21][CH:20]=[CH:19][C:18]=2[CH:24]2[CH2:25][CH2:26]2)[C:5]2[N:6]=[C:7]([S:10][CH3:11])[N:8]=[CH:9][C:4]=2[CH:3]=1. (4) Reactant: [OH:1][CH2:2][CH2:3][N:4]([CH2:17][C:18]([F:21])([F:20])[F:19])[C:5]1[CH:12]=[CH:11][C:8]([C:9]#[N:10])=[C:7]([C:13]([F:16])([F:15])[F:14])[CH:6]=1.[CH3:22][C:23]1[CH:24]=[CH:25][C:26](O)=[N:27][CH:28]=1. Product: [CH3:22][C:23]1[CH:24]=[CH:25][C:26]([O:1][CH2:2][CH2:3][N:4]([CH2:17][C:18]([F:19])([F:20])[F:21])[C:5]2[CH:12]=[CH:11][C:8]([C:9]#[N:10])=[C:7]([C:13]([F:15])([F:16])[F:14])[CH:6]=2)=[N:27][CH:28]=1. The catalyst class is: 57. (5) Reactant: C(N(CC)CC)C.[CH:8]([C:10]1[C:18]2[C:13](=[CH:14][CH:15]=[CH:16][CH:17]=2)[N:12](C(OC(C)(C)C)=O)[CH:11]=1)=[O:9].[N:26]1[C:27]([CH:35]=[N:36][C:37]2[CH:42]=[CH:41][CH:40]=[C:39]([O:43][CH3:44])[CH:38]=2)=[CH:28][N:29]2[C:34]=1[CH:33]=[CH:32][CH:31]=[N:30]2. Product: [N:26]1[C:27]([CH:35]([NH:36][C:37]2[CH:42]=[CH:41][CH:40]=[C:39]([O:43][CH3:44])[CH:38]=2)[C:8]([C:10]2[C:18]3[C:13](=[CH:14][CH:15]=[CH:16][CH:17]=3)[NH:12][CH:11]=2)=[O:9])=[CH:28][N:29]2[C:34]=1[CH:33]=[CH:32][CH:31]=[N:30]2. The catalyst class is: 433. (6) Reactant: [Br:1][C:2]1[CH:3]=[C:4]([NH2:8])[CH:5]=[N:6][CH:7]=1.[Cl:9][C:10]1[CH:17]=[CH:16][CH:15]=[CH:14][C:11]=1[CH:12]=O.[Si]([C:22]#[N:23])(C)(C)C. The catalyst class is: 57. Product: [Br:1][C:2]1[CH:3]=[C:4]([NH:8][CH:12]([C:11]2[CH:14]=[CH:15][CH:16]=[CH:17][C:10]=2[Cl:9])[C:22]#[N:23])[CH:5]=[N:6][CH:7]=1. (7) Reactant: [F:1][C:2]1[CH:3]=[CH:4][C:5]2[C:6]3[C:11]([CH:12]([CH3:26])[N:13]([C:16]([C:18]4[CH:23]=[CH:22][C:21]([OH:24])=[CH:20][C:19]=4[OH:25])=[O:17])[C:14]=2[CH:15]=1)=[CH:10][CH:9]=[CH:8][CH:7]=3. Product: [F:1][C:2]1[CH:3]=[CH:4][C:5]2[C:6]3[C:11]([C@@H:12]([CH3:26])[N:13]([C:16]([C:18]4[CH:23]=[CH:22][C:21]([OH:24])=[CH:20][C:19]=4[OH:25])=[O:17])[C:14]=2[CH:15]=1)=[CH:10][CH:9]=[CH:8][CH:7]=3. The catalyst class is: 22. (8) Reactant: [CH2:1]([O:8][CH2:9][C:10]1([CH2:23][OH:24])[CH2:15][CH2:14][N:13]([C:16]([O:18][C:19]([CH3:22])([CH3:21])[CH3:20])=[O:17])[CH2:12][CH2:11]1)[C:2]1[CH:7]=[CH:6][CH:5]=[CH:4][CH:3]=1.[H-].[Na+].Br[CH2:28][CH:29]1[CH2:32][CH2:31][CH2:30]1. Product: [CH2:1]([O:8][CH2:9][C:10]1([CH2:23][O:24][CH2:28][CH:29]2[CH2:32][CH2:31][CH2:30]2)[CH2:11][CH2:12][N:13]([C:16]([O:18][C:19]([CH3:20])([CH3:21])[CH3:22])=[O:17])[CH2:14][CH2:15]1)[C:2]1[CH:7]=[CH:6][CH:5]=[CH:4][CH:3]=1. The catalyst class is: 9. (9) Reactant: [CH3:1][NH:2][NH2:3].[CH3:4][O:5][C:6]1[CH:11]=[CH:10][C:9]([C:12](=O)[CH2:13][CH2:14][C:15]([OH:17])=O)=[CH:8][CH:7]=1. Product: [CH3:4][O:5][C:6]1[CH:11]=[CH:10][C:9]([C:12]2[CH2:13][CH2:14][C:15](=[O:17])[N:2]([CH3:1])[N:3]=2)=[CH:8][CH:7]=1. The catalyst class is: 14.